Task: Predict the reaction yield, written as a fraction of the theoretical maximum amount of product (1.0 means a 100% yield; for example, 0.34 means a 34% yield).. Dataset: Reaction yield outcomes from USPTO patents with 853,638 reactions (1) The reactants are [O:1]1[C:6]2[CH:7]=[C:8]([C@@H:11]([O:21][C:22]3[CH:23]=[C:24]4[C:28](=[CH:29][CH:30]=3)[N:27]([C:31]3[CH:32]=[C:33]([CH:41]=[CH:42][CH:43]=3)[C:34]([O:36]CC(C)C)=[O:35])[N:26]=[CH:25]4)[C@@H:12]([NH:14][C:15](=[O:20])[C:16]([F:19])([F:18])[CH3:17])[CH3:13])[CH:9]=[CH:10][C:5]=2[CH2:4][O:3][CH2:2]1.[OH-].[Li+].C(OCC)(=O)C.Cl. The catalyst is CO.C1COCC1.O. The product is [O:1]1[C:6]2[CH:7]=[C:8]([C@@H:11]([O:21][C:22]3[CH:23]=[C:24]4[C:28](=[CH:29][CH:30]=3)[N:27]([C:31]3[CH:32]=[C:33]([CH:41]=[CH:42][CH:43]=3)[C:34]([OH:36])=[O:35])[N:26]=[CH:25]4)[C@@H:12]([NH:14][C:15](=[O:20])[C:16]([F:19])([F:18])[CH3:17])[CH3:13])[CH:9]=[CH:10][C:5]=2[CH2:4][O:3][CH2:2]1. The yield is 1.00. (2) The reactants are [F:1][C:2]1[CH:7]=[CH:6][C:5]([S:8][C:9]2[CH:14]=[CH:13][C:12]([C:15]3[CH:19]=[CH:18][NH:17][N:16]=3)=[CH:11][CH:10]=2)=[CH:4][CH:3]=1.[O-:20][C:21]#[N:22].[Na+]. The catalyst is C(O)(=O)C.O.CCOC(C)=O. The product is [F:1][C:2]1[CH:3]=[CH:4][C:5]([S:8][C:9]2[CH:14]=[CH:13][C:12]([C:15]3[CH:19]=[CH:18][N:17]([C:21]([NH2:22])=[O:20])[N:16]=3)=[CH:11][CH:10]=2)=[CH:6][CH:7]=1. The yield is 0.660. (3) The reactants are [CH3:1][O:2][C:3]1[N:4]=[N:5][C:6]([C:25]2[CH:30]=[CH:29][N:28]=[CH:27][CH:26]=2)=[CH:7][C:8]=1[C:9]1[NH:10][C:11]2[C:16]([CH:17]=1)=[CH:15][CH:14]=[C:13]([CH2:18][N:19]1[CH2:24][CH2:23][CH2:22][CH2:21][CH2:20]1)[CH:12]=2.C1C(=O)N([I:38])C(=O)C1. The catalyst is CC(C)=O. The product is [I:38][C:17]1[C:16]2[C:11](=[CH:12][C:13]([CH2:18][N:19]3[CH2:20][CH2:21][CH2:22][CH2:23][CH2:24]3)=[CH:14][CH:15]=2)[NH:10][C:9]=1[C:8]1[CH:7]=[C:6]([C:25]2[CH:26]=[CH:27][N:28]=[CH:29][CH:30]=2)[N:5]=[N:4][C:3]=1[O:2][CH3:1]. The yield is 0.430. (4) The reactants are [C:1]([NH:11][C@@H:12]([C:14]([OH:16])=O)[CH3:13])([O:3][CH2:4][C:5]1[CH:10]=[CH:9][CH:8]=[CH:7][CH:6]=1)=[O:2].O.ON1C2C=CC=CC=2N=N1.C1C=CC2N(O)N=NC=2C=1.Cl.[CH3:39][NH:40][O:41][CH3:42].C(N(C(C)C)CC)(C)C.CCN=C=NCCCN(C)C.Cl. The catalyst is C(Cl)Cl. The product is [CH3:42][O:41][N:40]([CH3:39])[C:14](=[O:16])[C@H:12]([NH:11][C:1](=[O:2])[O:3][CH2:4][C:5]1[CH:6]=[CH:7][CH:8]=[CH:9][CH:10]=1)[CH3:13]. The yield is 0.950.